This data is from M1 muscarinic receptor agonist screen with 61,833 compounds. The task is: Binary Classification. Given a drug SMILES string, predict its activity (active/inactive) in a high-throughput screening assay against a specified biological target. (1) The compound is FC(F)(F)c1c2c(oc(=O)c1)cc(N)cc2. The result is 1 (active). (2) The compound is S(CC(=O)c1c(n(c(c1)C)c1[nH]ncn1)C)c1n(c(nn1)c1ccccc1)c1ccccc1. The result is 0 (inactive). (3) The compound is S(c1n(C(CC)C)c(=O)c2c(n1)cccc2)CC(=O)NC(=O)Nc1cc2OCCOc2cc1. The result is 0 (inactive). (4) The molecule is Clc1c(OCC(O)CN(CCO)CCO)cc(cc1)C. The result is 0 (inactive). (5) The molecule is s1c(C(=O)NCCn2c3nc4c(nc3c(c2N)C#N)cccc4)ccc1. The result is 0 (inactive). (6) The compound is O=C(Nc1n(C2CCCCC2)c2nc3c(nc2c1C#N)cccc3)CC. The result is 0 (inactive). (7) The compound is S(c1n(c2c(n(c(=O)n(c2=O)C)C)n1)CC=C)CCC(O)=O. The result is 0 (inactive). (8) The result is 0 (inactive). The molecule is O=C(N1C2CC(NC(=O)c3ccc(cc3)C)CC1CCC2)NC1CCCCC1.